This data is from Peptide-MHC class II binding affinity with 134,281 pairs from IEDB. The task is: Regression. Given a peptide amino acid sequence and an MHC pseudo amino acid sequence, predict their binding affinity value. This is MHC class II binding data. (1) The binding affinity (normalized) is 0.272. The peptide sequence is EFGKAKGSRAIWYMW. The MHC is DRB1_1302 with pseudo-sequence DRB1_1302. (2) The peptide sequence is YQIAFSRGNRAFIAI. The MHC is DRB1_1101 with pseudo-sequence DRB1_1101. The binding affinity (normalized) is 0.630. (3) The peptide sequence is EAAVKQAYAATVAAA. The MHC is HLA-DQA10201-DQB10202 with pseudo-sequence HLA-DQA10201-DQB10202. The binding affinity (normalized) is 0.515.